The task is: Predict which catalyst facilitates the given reaction.. This data is from Catalyst prediction with 721,799 reactions and 888 catalyst types from USPTO. (1) Reactant: O.NN.[Cl:4][C:5]1[CH:22]=[CH:21][C:8]([CH2:9][N:10]2C(=O)C3=CC=CC=C3C2=O)=[C:7]([F:23])[CH:6]=1.CO. Product: [ClH:4].[Cl:4][C:5]1[CH:22]=[CH:21][C:8]([CH2:9][NH2:10])=[C:7]([F:23])[CH:6]=1. The catalyst class is: 6. (2) Reactant: [Cl:1][C:2]1[CH:10]=[C:9]2[C:5]([C:6]([C:12]3[N:13]=[C:14]4[C:20]([C:21](O)=[O:22])=[CH:19][N:18]([CH2:24][O:25][CH2:26][CH2:27][Si:28]([CH3:31])([CH3:30])[CH3:29])[C:15]4=[N:16][CH:17]=3)=[N:7][N:8]2[CH3:11])=[CH:4][CH:3]=1.FC(F)(F)C(O)=O.[NH2:39][C@H:40]([CH2:49][O:50][CH3:51])[C:41]([N:43]1[CH2:46][CH:45]([C:47]#[N:48])[CH2:44]1)=[O:42].CN(C(ON1N=NC2C=CC=NC1=2)=[N+](C)C)C.F[P-](F)(F)(F)(F)F.C(N(CC)C(C)C)(C)C. Product: [C:47]([CH:45]1[CH2:44][N:43]([C:41](=[O:42])[C@H:40]([NH:39][C:21]([C:20]2[C:14]3[C:15](=[N:16][CH:17]=[C:12]([C:6]4[C:5]5[C:9](=[CH:10][C:2]([Cl:1])=[CH:3][CH:4]=5)[N:8]([CH3:11])[N:7]=4)[N:13]=3)[N:18]([CH2:24][O:25][CH2:26][CH2:27][Si:28]([CH3:30])([CH3:29])[CH3:31])[CH:19]=2)=[O:22])[CH2:49][O:50][CH3:51])[CH2:46]1)#[N:48]. The catalyst class is: 10. (3) Reactant: [CH:1]1[C:13]2[N:12]([CH2:14][CH2:15][OH:16])[C:11]3[C:6](=[CH:7][CH:8]=[CH:9][CH:10]=3)[C:5]=2[CH:4]=[CH:3][CH:2]=1.[CH3:17][O:18][C:19](=[O:45])[C@@H:20]([NH:29][C:30]1[CH:35]=[CH:34][CH:33]=[CH:32][C:31]=1OC(=O)C1C=CC=CC=1)[CH2:21][C:22]1[CH:27]=[CH:26][C:25](O)=[CH:24][CH:23]=1.[CH2:46](P(CCCC)CCCC)[CH2:47][CH2:48]C.[CH2:59]1[CH2:63][O:62][CH2:61][CH2:60]1. Product: [CH3:17][O:18][C:19](=[O:45])[C@@H:20]([NH:29][C:30]1[CH:35]=[CH:34][CH:33]=[CH:32][C:31]=1[C:61](=[O:62])[C:60]1[CH:59]=[CH:63][CH:48]=[CH:47][CH:46]=1)[CH2:21][C:22]1[CH:23]=[CH:24][C:25]([O:16][CH2:15][CH2:14][N:12]2[C:11]3[CH:10]=[CH:9][CH:8]=[CH:7][C:6]=3[C:5]3[C:13]2=[CH:1][CH:2]=[CH:3][CH:4]=3)=[CH:26][CH:27]=1. The catalyst class is: 6. (4) Reactant: [C:1]1([CH2:7][CH2:8][CH2:9][CH2:10][OH:11])[CH:6]=[CH:5][CH:4]=[CH:3][CH:2]=1.N1C=CC=CC=1.[S:18](Cl)([C:21]1[CH:27]=[CH:26][C:24]([CH3:25])=[CH:23][CH:22]=1)(=[O:20])=[O:19]. Product: [CH3:25][C:24]1[CH:26]=[CH:27][C:21]([S:18]([O:11][CH2:10][CH2:9][CH2:8][CH2:7][C:1]2[CH:6]=[CH:5][CH:4]=[CH:3][CH:2]=2)(=[O:20])=[O:19])=[CH:22][CH:23]=1. The catalyst class is: 2. (5) Reactant: [N+:1]([C:4]1[CH:9]=[CH:8][C:7]([S:10]([NH:13][CH2:14][CH2:15][CH2:16][C@@H:17]([C:36]([OH:38])=[O:37])[NH:18][C:19]([O:21][CH2:22][CH:23]2[C:35]3[CH:34]=[CH:33][CH:32]=[CH:31][C:30]=3[C:29]3[C:24]2=[CH:25][CH:26]=[CH:27][CH:28]=3)=[O:20])(=[O:12])=[O:11])=[CH:6][CH:5]=1)([O-])=O. Product: [NH2:1][C:4]1[CH:5]=[CH:6][C:7]([S:10]([NH:13][CH2:14][CH2:15][CH2:16][C@@H:17]([C:36]([OH:38])=[O:37])[NH:18][C:19]([O:21][CH2:22][CH:23]2[C:35]3[CH:34]=[CH:33][CH:32]=[CH:31][C:30]=3[C:29]3[C:24]2=[CH:25][CH:26]=[CH:27][CH:28]=3)=[O:20])(=[O:11])=[O:12])=[CH:8][CH:9]=1. The catalyst class is: 19. (6) Reactant: [F:1][C:2]1[C:3]([C:8]2[N:9]([CH2:13][C:14]3[N:19]=[CH:18][N:17]=[C:16]([NH:20][NH2:21])[C:15]=3[CH2:22][CH2:23][CH3:24])[CH:10]=[CH:11][N:12]=2)=[N:4][CH:5]=[CH:6][CH:7]=1.[C:25](OC(=O)C)(=O)[CH3:26].C([O-])(O)=O.[Na+]. Product: [F:1][C:2]1[C:3]([C:8]2[N:9]([CH2:13][C:14]3[N:19]=[CH:18][N:17]4[C:25]([CH3:26])=[N:21][N:20]=[C:16]4[C:15]=3[CH2:22][CH2:23][CH3:24])[CH:10]=[CH:11][N:12]=2)=[N:4][CH:5]=[CH:6][CH:7]=1. The catalyst class is: 4. (7) Reactant: [CH3:1][C@@H:2]([C@@H:8]1[C@@:12]2([CH3:27])[CH2:13][CH2:14][C@@H:15]3[C@@:20]4([CH3:26])[CH2:21][CH2:22][C@@H:23](O)[CH2:24][C@H:19]4[CH2:18][CH2:17][C@H:16]3[C@@H:11]2[CH2:10][CH2:9]1)[CH2:3][CH2:4][C:5]([OH:7])=[O:6].C(N(CC)CC)C.[C:35](Cl)(=[O:37])[CH3:36]. Product: [C:35]([C@@H:23]1[CH2:22][CH2:21][C@@:20]2([CH3:26])[CH:19]([CH2:18][CH2:17][C@@H:16]3[C@@H:15]2[CH2:14][CH2:13][C@@:12]2([CH3:27])[C@H:11]3[CH2:10][CH2:9][C@@H:8]2[C@H:2]([CH3:1])[CH2:3][CH2:4][C:5]([OH:7])=[O:6])[CH2:24]1)(=[O:37])[CH3:36]. The catalyst class is: 7.